This data is from Reaction yield outcomes from USPTO patents with 853,638 reactions. The task is: Predict the reaction yield, written as a fraction of the theoretical maximum amount of product (1.0 means a 100% yield; for example, 0.34 means a 34% yield). (1) The reactants are [H-].[Al+3].[Li+].[H-].[H-].[H-].[NH2:7][C@H:8]([C:12]1[CH:17]=[CH:16][C:15]([F:18])=[CH:14][CH:13]=1)[C:9](O)=[O:10].O.C([O-])([O-])=O.[K+].[K+]. The catalyst is C1COCC1. The product is [NH2:7][C@H:8]([C:12]1[CH:17]=[CH:16][C:15]([F:18])=[CH:14][CH:13]=1)[CH2:9][OH:10]. The yield is 0.570. (2) The reactants are [Cl:1][C:2]1[CH:3]=[C:4]([S:8]([CH:11]2[CH2:16][CH2:15][NH:14][CH2:13][CH2:12]2)(=[O:10])=[O:9])[CH:5]=[CH:6][CH:7]=1.[Cl:17][C:18]1[CH:19]=[N:20][CH:21]=[C:22]([Cl:25])[C:23]=1Cl.CCN(C(C)C)C(C)C. The catalyst is O1CCOCC1. The product is [Cl:17][C:18]1[CH:19]=[N:20][CH:21]=[C:22]([Cl:25])[C:23]=1[N:14]1[CH2:15][CH2:16][CH:11]([S:8]([C:4]2[CH:5]=[CH:6][CH:7]=[C:2]([Cl:1])[CH:3]=2)(=[O:10])=[O:9])[CH2:12][CH2:13]1. The yield is 0.150.